Binary Classification. Given a drug SMILES string, predict its activity (active/inactive) in a high-throughput screening assay against a specified biological target. From a dataset of HIV replication inhibition screening data with 41,000+ compounds from the AIDS Antiviral Screen. (1) The drug is C[n+]1c(-c2ccc(NC(=O)c3ccc(C(=O)Nc4ccc(-c5cn6ccccc6[n+]5C)cc4)cc3)cc2)cn2ccccc21.Cc1ccc(S(=O)(O)=[OH+])cc1. The result is 1 (active). (2) The compound is CCOC(=O)c1ncn(CCc2ccc(Cl)cc2)c1C. The result is 0 (inactive). (3) The compound is CC(=O)NNc1nc(C)c(C(C=Cc2ccc(Cl)cc2)=NNC(=N)N)s1. The result is 0 (inactive). (4) The compound is CC1(C)C(C#N)C1C1=C(N2CCOCC2)C2(C)C(CCC2OC(=O)c2ccccc2)C1. The result is 0 (inactive).